Dataset: Full USPTO retrosynthesis dataset with 1.9M reactions from patents (1976-2016). Task: Predict the reactants needed to synthesize the given product. (1) Given the product [C:12]([OH:31])(=[O:30])[CH2:13][CH2:14][CH2:15][CH2:16][CH2:17][CH2:18][CH2:19][CH2:20][CH2:21][CH2:22][CH2:23][CH2:24][CH2:25][CH2:26][CH:27]([CH3:28])[CH3:29].[OH:4][CH2:5][CH:6]([CH2:7][OH:8])[OH:9].[OH:4][CH2:5][CH:6]([CH2:7][OH:8])[OH:9], predict the reactants needed to synthesize it. The reactants are: C(O)C(O)C[O:4][CH2:5][CH:6]([OH:9])[CH2:7][OH:8].[C:12]([OH:31])(=[O:30])[CH2:13][CH2:14][CH2:15][CH2:16][CH2:17][CH2:18][CH2:19][CH2:20][CH2:21][CH2:22][CH2:23][CH2:24][CH2:25][CH2:26][CH:27]([CH3:29])[CH3:28].O. (2) The reactants are: [CH2:1]([O:3][CH:4]([O:7][CH2:8][CH3:9])[C:5]#[CH:6])[CH3:2].I[C:11]1[S:12][CH:13]=[CH:14][CH:15]=1. Given the product [CH2:1]([O:3][CH:4]([O:7][CH2:8][CH3:9])[C:5]#[C:6][C:11]1[S:12][CH:13]=[CH:14][CH:15]=1)[CH3:2], predict the reactants needed to synthesize it. (3) The reactants are: [CH3:1][O:2][C:3]([C@H:5]1[CH2:10][CH2:9][C@H:8]([CH2:11][NH:12][CH2:13][CH2:14][C:15]2[CH:20]=[CH:19][CH:18]=[CH:17][C:16]=2[N+:21]([O-])=O)[CH2:7][CH2:6]1)=[O:4].CC(O)=O.[H][H]. Given the product [CH3:1][O:2][C:3]([C@H:5]1[CH2:10][CH2:9][C@H:8]([CH2:11][NH:12][CH2:13][CH2:14][C:15]2[CH:20]=[CH:19][CH:18]=[CH:17][C:16]=2[NH2:21])[CH2:7][CH2:6]1)=[O:4], predict the reactants needed to synthesize it. (4) Given the product [Cl:1][C:2]1[CH:3]=[CH:4][C:5]([C:8]2[NH:9][C:10]3[N:11]([N:15]=[CH:16][C:17]=3[C:18]3[O:19][CH:21]=[CH:22][N:20]=3)[C:12](=[O:14])[CH:13]=2)=[N:6][CH:7]=1, predict the reactants needed to synthesize it. The reactants are: [Cl:1][C:2]1[CH:3]=[CH:4][C:5]([C:8]2[NH:9][C:10]3[N:11]([N:15]=[CH:16][C:17]=3[C:18]([NH2:20])=[O:19])[C:12](=[O:14])[CH:13]=2)=[N:6][CH:7]=1.[CH3:21][C:22]1C=CC(S(O)(=O)=O)=CC=1.BrCC(OCC)OCC. (5) Given the product [CH3:11][C:10]1[CH:9]=[CH:8][C:7]([C:12]2[O:16][N:15]=[C:14]([CH3:17])[N:13]=2)=[CH:6][C:5]=1[OH:4], predict the reactants needed to synthesize it. The reactants are: COC[O:4][C:5]1[CH:6]=[C:7]([C:12]2[O:16][N:15]=[C:14]([CH3:17])[N:13]=2)[CH:8]=[CH:9][C:10]=1[CH3:11].Cl. (6) Given the product [CH2:24]([NH:31][CH2:21][C:18]1[CH:19]=[CH:20][C:15]([C:14]([NH:13][CH2:12][CH2:11][C:5]2[C:4]3[C:8](=[CH:9][CH:10]=[C:2]([Cl:1])[CH:3]=3)[NH:7][CH:6]=2)=[O:23])=[CH:16][CH:17]=1)[C:25]1[CH:30]=[CH:29][CH:28]=[CH:27][CH:26]=1, predict the reactants needed to synthesize it. The reactants are: [Cl:1][C:2]1[CH:3]=[C:4]2[C:8](=[CH:9][CH:10]=1)[NH:7][CH:6]=[C:5]2[CH2:11][CH2:12][NH:13][C:14](=[O:23])[C:15]1[CH:20]=[CH:19][C:18]([CH2:21]Cl)=[CH:17][CH:16]=1.[CH2:24]([NH2:31])[C:25]1[CH:30]=[CH:29][CH:28]=[CH:27][CH:26]=1.[I-].[Na+]. (7) Given the product [CH2:14]([NH:21][C@@H:5]1[C@@H:1]([OH:6])[CH2:2][N:3]([C:7]([O:9][C:10]([CH3:13])([CH3:12])[CH3:11])=[O:8])[CH2:4]1)[C:15]1[CH:20]=[CH:19][CH:18]=[CH:17][CH:16]=1, predict the reactants needed to synthesize it. The reactants are: [CH:1]12[O:6][CH:5]1[CH2:4][N:3]([C:7]([O:9][C:10]([CH3:13])([CH3:12])[CH3:11])=[O:8])[CH2:2]2.[CH2:14]([NH2:21])[C:15]1[CH:20]=[CH:19][CH:18]=[CH:17][CH:16]=1.